From a dataset of Catalyst prediction with 721,799 reactions and 888 catalyst types from USPTO. Predict which catalyst facilitates the given reaction. Reactant: [OH:1][C:2]1[CH:7]=[CH:6][C:5]([CH2:8][CH2:9][C:10]([O:12][CH2:13][CH3:14])=[O:11])=[CH:4][C:3]=1[O:15][CH3:16].[CH2:17](I)[CH2:18][CH3:19].C(=O)([O-])[O-].[K+].[K+].CN(C=O)C. Product: [CH3:16][O:15][C:3]1[CH:4]=[C:5]([CH2:8][CH2:9][C:10]([O:12][CH2:13][CH3:14])=[O:11])[CH:6]=[CH:7][C:2]=1[O:1][CH2:17][CH2:18][CH3:19]. The catalyst class is: 6.